This data is from NCI-60 drug combinations with 297,098 pairs across 59 cell lines. The task is: Regression. Given two drug SMILES strings and cell line genomic features, predict the synergy score measuring deviation from expected non-interaction effect. Drug 1: CC(C1=C(C=CC(=C1Cl)F)Cl)OC2=C(N=CC(=C2)C3=CN(N=C3)C4CCNCC4)N. Drug 2: CN(CCCl)CCCl.Cl. Cell line: SK-OV-3. Synergy scores: CSS=-0.901, Synergy_ZIP=-0.893, Synergy_Bliss=-2.03, Synergy_Loewe=-4.19, Synergy_HSA=-3.40.